Dataset: M1 muscarinic receptor antagonist screen with 61,756 compounds. Task: Binary Classification. Given a drug SMILES string, predict its activity (active/inactive) in a high-throughput screening assay against a specified biological target. (1) The compound is O=C(Nc1ccc(cc1)C)c1nc(ccc1)C(OC)=O. The result is 0 (inactive). (2) The compound is S(c1n([nH]\c(n1)=C1/C(=O)C=CC=C1)CC(=O)N(CC)CC)CC(=O)Nc1ccc(OC)cc1. The result is 0 (inactive). (3) The molecule is O(CCN1C(\C(C(=O)C1=O)=C(/O)c1ccccc1)c1ncccc1)CCO. The result is 0 (inactive). (4) The compound is O=C(n1nc(nc1N)c1ccccc1)Cc1ccccc1. The result is 0 (inactive). (5) The compound is S(=O)(=O)(N1CCN(S(=O)(=O)c2cc(c(OC)cc2)C)CC1)c1cc2OCCOc2cc1. The result is 0 (inactive). (6) The molecule is O=C(Nc1c(n2cccc2)cccc1)c1ncc(nc1)C. The result is 0 (inactive). (7) The drug is Clc1ccc(n2nnnc2SCC(=O)N2CCc3c(C2)cccc3)cc1. The result is 0 (inactive). (8) The molecule is S(c1nc(NCc2cc(OC)c(OC)cc2)[nH]n1)C. The result is 0 (inactive).